This data is from Peptide-MHC class I binding affinity with 185,985 pairs from IEDB/IMGT. The task is: Regression. Given a peptide amino acid sequence and an MHC pseudo amino acid sequence, predict their binding affinity value. This is MHC class I binding data. (1) The peptide sequence is VYINHPFIY. The MHC is HLA-A30:02 with pseudo-sequence HLA-A30:02. The binding affinity (normalized) is 0.541. (2) The peptide sequence is LLGEHGVAF. The MHC is HLA-B40:01 with pseudo-sequence HLA-B40:01. The binding affinity (normalized) is 0.0847.